Regression. Given a peptide amino acid sequence and an MHC pseudo amino acid sequence, predict their binding affinity value. This is MHC class I binding data. From a dataset of Peptide-MHC class I binding affinity with 185,985 pairs from IEDB/IMGT. (1) The peptide sequence is ATRAVMMGL. The MHC is HLA-B48:01 with pseudo-sequence HLA-B48:01. The binding affinity (normalized) is 0.0847. (2) The MHC is HLA-A26:01 with pseudo-sequence HLA-A26:01. The binding affinity (normalized) is 0.0847. The peptide sequence is TESDAIRTL. (3) The peptide sequence is GSVNVVYTF. The MHC is HLA-A02:03 with pseudo-sequence HLA-A02:03. The binding affinity (normalized) is 0.246. (4) The peptide sequence is RLDKPLWLH. The MHC is HLA-A26:01 with pseudo-sequence HLA-A26:01. The binding affinity (normalized) is 0.0847.